Dataset: Reaction yield outcomes from USPTO patents with 853,638 reactions. Task: Predict the reaction yield, written as a fraction of the theoretical maximum amount of product (1.0 means a 100% yield; for example, 0.34 means a 34% yield). (1) The reactants are [CH3:1][O:2][C:3]1[CH:18]=[CH:17][C:6]([CH2:7][N:8]2[C:13](=[O:14])[CH:12]=[C:11]([NH:15][CH3:16])[N:10]=[CH:9]2)=[CH:5][CH:4]=1.[CH3:19][CH:20]([C:26]([O:28]CC)=O)[C:21]([O:23]CC)=O. The catalyst is C1(OC2C=CC=CC=2)C=CC=CC=1. The product is [OH:28][C:26]1[C:12]2[C:13](=[O:14])[N:8]([CH2:7][C:6]3[CH:17]=[CH:18][C:3]([O:2][CH3:1])=[CH:4][CH:5]=3)[CH:9]=[N:10][C:11]=2[N:15]([CH3:16])[C:21](=[O:23])[C:20]=1[CH3:19]. The yield is 0.780. (2) The reactants are [CH3:1][O:2][C:3]1[CH:4]=[C:5]2[C:10](=[CH:11][CH:12]=1)[N:9]=[CH:8][CH:7]=[CH:6]2.[OH:13]O.[OH-].[Na+]. The catalyst is CC(O)=O. The product is [CH3:1][O:2][C:3]1[CH:4]=[C:5]2[C:10](=[CH:11][CH:12]=1)[N+:9]([O-:13])=[CH:8][CH:7]=[CH:6]2. The yield is 0.550. (3) The reactants are [CH3:1][O:2][C:3](=[O:20])[C:4]1[CH:9]=[C:8]([C:10]#[C:11][CH2:12][O:13][CH3:14])[C:7]([C:15]([F:18])([F:17])[F:16])=[CH:6][C:5]=1[NH2:19].[S-2].[Na+].[Na+].Cl.C[OH:26]. No catalyst specified. The product is [CH3:1][O:2][C:3](=[O:20])[C:4]1[CH:9]=[C:8]([C:10](=[O:26])[CH2:11][CH2:12][O:13][CH3:14])[C:7]([C:15]([F:17])([F:18])[F:16])=[CH:6][C:5]=1[NH2:19]. The yield is 0.130. (4) The reactants are [O:1]1[CH2:6][CH2:5][O:4][C:3]2[CH:7]=[C:8]([NH:11][C:12]3[C:13]([NH2:18])=[CH:14][CH:15]=[CH:16][CH:17]=3)[CH:9]=[CH:10][C:2]1=2.O=[C:20]([C:26](OCC)=[O:27])[C:21]([O:23][CH2:24][CH3:25])=[O:22]. The catalyst is C1(C)C=CC=CC=1. The product is [O:1]1[CH2:6][CH2:5][O:4][C:3]2[CH:7]=[C:8]([N:11]3[C:12]4[C:13](=[CH:14][CH:15]=[CH:16][CH:17]=4)[N:18]=[C:20]([C:21]([O:23][CH2:24][CH3:25])=[O:22])[C:26]3=[O:27])[CH:9]=[CH:10][C:2]1=2. The yield is 0.630. (5) The reactants are [CH2:1]([O:3][C:4]1[CH:9]=[CH:8][CH:7]=[CH:6][C:5]=1[C:10]1[N:15]=[CH:14][N:13]=[C:12]([NH:16][C:17]([CH:19]2[CH2:24][CH2:23][NH:22][CH2:21][CH2:20]2)=[O:18])[CH:11]=1)[CH3:2].C(=O)([O-])[O-].[K+].[K+].[CH2:31](Br)[CH3:32]. The catalyst is CN(C=O)C. The product is [CH2:1]([O:3][C:4]1[CH:9]=[CH:8][CH:7]=[CH:6][C:5]=1[C:10]1[N:15]=[CH:14][N:13]=[C:12]([NH:16][C:17]([CH:19]2[CH2:24][CH2:23][N:22]([CH2:31][CH3:32])[CH2:21][CH2:20]2)=[O:18])[CH:11]=1)[CH3:2]. The yield is 0.430.